This data is from Catalyst prediction with 721,799 reactions and 888 catalyst types from USPTO. The task is: Predict which catalyst facilitates the given reaction. (1) Reactant: [CH3:1][C@@H:2]1[CH2:7][NH:6][CH2:5][CH2:4][NH:3]1.Br[C:9]1[CH:14]=[CH:13][C:12]([CH2:15][CH2:16][CH3:17])=[CH:11][CH:10]=1.C1C=CC(P(C2C=CC3C(=CC=CC=3)C=2C2C3C(=CC=CC=3)C=CC=2P(C2C=CC=CC=2)C2C=CC=CC=2)C2C=CC=CC=2)=CC=1.CC(C)([O-])C.[Na+]. Product: [CH3:1][C@H:2]1[NH:3][CH2:4][CH2:5][N:6]([C:9]2[CH:14]=[CH:13][C:12]([CH2:15][CH2:16][CH3:17])=[CH:11][CH:10]=2)[CH2:7]1. The catalyst class is: 164. (2) Reactant: [C:1]([O:4][C@@H:5]1[C@@H:10]([O:11][C:12](=[O:14])[CH3:13])[C@H:9]([O:15][C:16](=[O:18])[CH3:17])[C@@H:8]([CH2:19][O:20][C:21](=[O:23])[CH3:22])[O:7][C@H:6]1[C:24]1[CH:25]=[CH:26][C:27]([Cl:32])=[C:28]([CH:31]=1)[CH:29]=O)(=[O:3])[CH3:2].[CH2:33]1[C:41]2[C:36](=[CH:37][CH:38]=[CH:39][CH:40]=2)[CH2:35][NH:34]1.C(O[BH-](OC(=O)C)OC(=O)C)(=O)C.[Na+].C(=O)([O-])O.[Na+]. Product: [C:1]([O:4][C@@H:5]1[C@@H:10]([O:11][C:12](=[O:14])[CH3:13])[C@H:9]([O:15][C:16](=[O:18])[CH3:17])[C@@H:8]([CH2:19][O:20][C:21](=[O:23])[CH3:22])[O:7][C@H:6]1[C:24]1[CH:25]=[CH:26][C:27]([Cl:32])=[C:28]([CH2:29][N:34]2[CH2:35][C:36]3[C:41](=[CH:40][CH:39]=[CH:38][CH:37]=3)[CH2:33]2)[CH:31]=1)(=[O:3])[CH3:2]. The catalyst class is: 478. (3) Reactant: [Cl:1][C:2]1[N:3]=[C:4]([Cl:11])[C:5]2[CH:10]=[CH:9][NH:8][C:6]=2[N:7]=1.C1C(=O)N([Cl:19])C(=O)C1. Product: [Cl:1][C:2]1[N:3]=[C:4]([Cl:11])[C:5]2[C:10]([Cl:19])=[CH:9][NH:8][C:6]=2[N:7]=1. The catalyst class is: 168. (4) Reactant: Cl.[NH2:2][C:3]1[CH:7]=[CH:6][NH:5][C:4]=1[C:8]([O:10][CH2:11][CH3:12])=[O:9].[OH-].[Na+]. Product: [NH2:2][C:3]1[CH:7]=[CH:6][NH:5][C:4]=1[C:8]([O:10][CH2:11][CH3:12])=[O:9]. The catalyst class is: 4. (5) The catalyst class is: 7. Product: [CH2:20]([N:12]([CH2:11][C:9]1[N:10]=[C:5]2[S:4][C:3]([CH3:23])=[C:2]([CH:29]=[O:30])[N:6]2[C:7](=[O:22])[CH:8]=1)[C:13]1[CH:18]=[CH:17][C:16]([F:19])=[CH:15][CH:14]=1)[CH3:21]. Reactant: Br[C:2]1[N:6]2[C:7](=[O:22])[CH:8]=[C:9]([CH2:11][N:12]([CH2:20][CH3:21])[C:13]3[CH:18]=[CH:17][C:16]([F:19])=[CH:15][CH:14]=3)[N:10]=[C:5]2[S:4][C:3]=1[CH3:23].C([Li])CCC.[CH:29](OCC)=[O:30]. (6) Reactant: C[SH:2](C)([N:4]1[CH2:9][CH2:8][N:7]([CH2:10][C:11]2[C:12]([C:24]3[CH:29]=[CH:28][CH:27]=[CH:26][CH:25]=3)=[N:13][C:14]3[C:19]([C:20]=2[C:21](O)=[O:22])=[CH:18][CH:17]=[CH:16][CH:15]=3)[CH2:6][CH2:5]1)=[O:3].[CH2:31]([N:33]([CH2:36]C)CC)C.F[P-](F)(F)(F)(F)F.N1([O:54]C(N(C)C)=[N+](C)C)C2C=CC=CC=2N=N1.[C:62]1([C@@H:68]([NH2:71])[CH2:69][CH3:70])[CH:67]=[CH:66][CH:65]=[CH:64][CH:63]=1. Product: [C:62]1([C@@H:68]([NH:71][C:21]([C:20]2[C:19]3[C:14](=[CH:15][CH:16]=[CH:17][CH:18]=3)[N:13]=[C:12]([C:24]3[CH:29]=[CH:28][CH:27]=[CH:26][CH:25]=3)[C:11]=2[CH2:10][N:7]2[CH2:6][CH2:5][N:4]([S:2](=[O:54])(=[O:3])[N:33]([CH3:36])[CH3:31])[CH2:9][CH2:8]2)=[O:22])[CH2:69][CH3:70])[CH:67]=[CH:66][CH:65]=[CH:64][CH:63]=1. The catalyst class is: 168.